This data is from Catalyst prediction with 721,799 reactions and 888 catalyst types from USPTO. The task is: Predict which catalyst facilitates the given reaction. (1) Reactant: [Cl:1][C:2]1[N:3]=[C:4](Cl)[C:5]2[CH2:10][O:9][C:8](=[O:11])[C:6]=2[N:7]=1.[NH:13]1[CH2:18][CH2:17][O:16][CH2:15][CH2:14]1.C(N(CC)CC)C.CCOC(C)=O. Product: [Cl:1][C:2]1[N:3]=[C:4]([N:13]2[CH2:18][CH2:17][O:16][CH2:15][CH2:14]2)[C:5]2[CH2:10][O:9][C:8](=[O:11])[C:6]=2[N:7]=1. The catalyst class is: 2. (2) Reactant: [C:1]([O:5][C:6]([N:8]1[CH2:13][CH2:12][N:11]([C:14]2[C:19](Cl)=[N:18][CH:17]=[CH:16][N:15]=2)[CH2:10][CH2:9]1)=[O:7])([CH3:4])([CH3:3])[CH3:2].[CH3:21][O:22][CH2:23][C:24]1[CH:29]=[CH:28][C:27](B(O)O)=[CH:26][CH:25]=1.C(=O)([O-])[O-].[K+].[K+]. Product: [C:1]([O:5][C:6]([N:8]1[CH2:13][CH2:12][N:11]([C:14]2[C:19]([C:27]3[CH:28]=[CH:29][C:24]([CH2:23][O:22][CH3:21])=[CH:25][CH:26]=3)=[N:18][CH:17]=[CH:16][N:15]=2)[CH2:10][CH2:9]1)=[O:7])([CH3:4])([CH3:3])[CH3:2]. The catalyst class is: 837.